This data is from Full USPTO retrosynthesis dataset with 1.9M reactions from patents (1976-2016). The task is: Predict the reactants needed to synthesize the given product. (1) Given the product [CH2:13]([C:17]1[N:22]2[N:23]=[CH:24][N:25]=[C:21]2[N:20]([C:26]2[CH:31]=[CH:30][C:29]([O:32][CH:33]([CH3:34])[CH3:35])=[C:28]([F:36])[CH:27]=2)[C:19](=[O:37])[C:18]=1[CH2:38][C:39]1[CH:40]=[CH:41][C:42]([C:45]2[CH:50]=[CH:49][CH:48]=[CH:47][C:46]=2[C:51]2[NH:3][C:4](=[O:7])[O:5][N:52]=2)=[CH:43][CH:44]=1)[CH2:14][CH2:15][CH3:16], predict the reactants needed to synthesize it. The reactants are: [Cl-].O[NH3+:3].[C:4](=[O:7])([O-])[OH:5].[Na+].CS(C)=O.[CH2:13]([C:17]1[N:22]2[N:23]=[CH:24][N:25]=[C:21]2[N:20]([C:26]2[CH:31]=[CH:30][C:29]([O:32][CH:33]([CH3:35])[CH3:34])=[C:28]([F:36])[CH:27]=2)[C:19](=[O:37])[C:18]=1[CH2:38][C:39]1[CH:44]=[CH:43][C:42]([C:45]2[C:46]([C:51]#[N:52])=[CH:47][CH:48]=[CH:49][CH:50]=2)=[CH:41][CH:40]=1)[CH2:14][CH2:15][CH3:16]. (2) The reactants are: [C:1]([O:5][C:6](=[O:15])[NH:7][CH:8]1[CH2:13][CH2:12][CH2:11][CH:10]([NH2:14])[CH2:9]1)([CH3:4])([CH3:3])[CH3:2].C(N(C(C)C)CC)(C)C.CN(C(ON1N=NC2C=CC=NC1=2)=[N+](C)C)C.F[P-](F)(F)(F)(F)F.[C:49]([C:53]1[CH:61]=[CH:60][C:56]([C:57](O)=[O:58])=[CH:55][CH:54]=1)([CH3:52])([CH3:51])[CH3:50]. Given the product [C:1]([O:5][C:6](=[O:15])[NH:7][CH:8]1[CH2:13][CH2:12][CH2:11][CH:10]([NH:14][C:57](=[O:58])[C:56]2[CH:60]=[CH:61][C:53]([C:49]([CH3:51])([CH3:50])[CH3:52])=[CH:54][CH:55]=2)[CH2:9]1)([CH3:4])([CH3:2])[CH3:3], predict the reactants needed to synthesize it. (3) Given the product [F:74][C:71]1[CH:70]=[CH:69][C:68]([C:66]2[S:67][C:60]3[C:59]([OH:75])=[C:58]([C:56]([NH:13][CH2:8][C:6]([OH:7])=[O:5])=[O:57])[N:63]=[C:62]([CH3:64])[C:61]=3[CH:65]=2)=[CH:73][CH:72]=1, predict the reactants needed to synthesize it. The reactants are: C([O:5][C:6]([C:8]1[N:13]=C(Br)C2C=C(C3C=CC(F)=CC=3)SC=2C=1O)=[O:7])CCC.C(OC(C1C(O)=C2C=C(C3C=CC(F)=CC=3)SC2=C(Br)N=1)=O)CCC.C(O[C:56]([C:58]1[N:63]=[C:62]([CH3:64])[C:61]2[CH:65]=[C:66]([C:68]3[CH:73]=[CH:72][C:71]([F:74])=[CH:70][CH:69]=3)[S:67][C:60]=2[C:59]=1[OH:75])=[O:57])CCC.C(OC(C1C(O)=C2C=C(C3C=CC(F)=CC=3)SC2=C(C)N=1)=O)CCC. (4) Given the product [Cl:52][C:53]1[CH:58]=[C:57]([CH2:17][CH:14]2[CH2:15][O:16][C:11]([CH3:18])([CH3:10])[O:12][CH2:13]2)[N:56]=[C:55]([S:60][CH2:61][C:62]2[CH:67]=[CH:66][CH:65]=[C:64]([F:68])[C:63]=2[F:69])[N:54]=1, predict the reactants needed to synthesize it. The reactants are: C12BC(CCC1)CCC2.[CH3:10][C:11]1([CH3:18])[O:16][CH2:15][C:14](=[CH2:17])[CH2:13][O:12]1.P([O-])([O-])([O-])=O.[K+].[K+].[K+].C1(C2C=CC=CC=2)C=CC=CC=1P(C1CCCCC1)C1CCCCC1.[Cl:52][C:53]1[CH:58]=[C:57](Cl)[N:56]=[C:55]([S:60][CH2:61][C:62]2[CH:67]=[CH:66][CH:65]=[C:64]([F:68])[C:63]=2[F:69])[N:54]=1. (5) Given the product [SiH3:9][O:8][CH2:1][C:2]1[CH:7]=[CH:6][CH:5]=[CH:4][CH:3]=1, predict the reactants needed to synthesize it. The reactants are: [CH2:1]([OH:8])[C:2]1[CH:7]=[CH:6][CH:5]=[CH:4][CH:3]=1.[Si:9](Cl)(C(C)(C)C)(C)C.N1C=CN=C1. (6) Given the product [Br:1][C:2]1[CH:3]=[N:4][CH:5]=[CH:6][C:7]=1[CH:8]=[CH:9][CH3:10], predict the reactants needed to synthesize it. The reactants are: [Br:1][C:2]1[CH:3]=[N:4][CH:5]=[CH:6][C:7]=1[CH:8]=[CH:9][CH2:10]CCC.BrC1C=NC=CC=1C=O.